Dataset: Aqueous solubility values for 9,982 compounds from the AqSolDB database. Task: Regression/Classification. Given a drug SMILES string, predict its absorption, distribution, metabolism, or excretion properties. Task type varies by dataset: regression for continuous measurements (e.g., permeability, clearance, half-life) or binary classification for categorical outcomes (e.g., BBB penetration, CYP inhibition). For this dataset (solubility_aqsoldb), we predict Y. (1) The drug is CS(=O)(=O)Nc1ccc([N+](=O)[O-])cc1Oc1ccccc1. The Y is -4.49 log mol/L. (2) The molecule is Cc1ccc(C=O)cc1. The Y is -1.72 log mol/L. (3) The Y is -2.06 log mol/L. The drug is C=C(C)C1CC=C(C)C(=O)C1. (4) The molecule is O=C(O)c1ccc(N=Nc2ccc(O)cc2)cc1. The Y is -4.38 log mol/L. (5) The drug is CCCCC1OC(C)CC(C)(C)O1. The Y is -2.45 log mol/L. (6) The molecule is Nc1c(Cl)cc(C(F)(F)F)cc1Cl. The Y is -3.59 log mol/L. (7) The drug is Clc1c(Cl)c(Cl)c2c(c1Cl)Oc1ccccc1O2. The Y is -8.77 log mol/L. (8) The compound is CCO/N=C(\OC(=O)c1ccccc1)c1c(OC)ccc(Cl)c1OC. The Y is -4.08 log mol/L.